From a dataset of Reaction yield outcomes from USPTO patents with 853,638 reactions. Predict the reaction yield, written as a fraction of the theoretical maximum amount of product (1.0 means a 100% yield; for example, 0.34 means a 34% yield). (1) The reactants are [NH2:1][CH:2]1[CH2:11][C:10]2[C:9]([C:12]([NH2:14])=[O:13])=[CH:8][CH:7]=[C:6]([F:15])[C:5]=2[O:4][CH2:3]1.[F:16][C:17]1[CH:18]=[C:19]2[C:23](=[CH:24][CH:25]=1)[NH:22][CH:21]=[C:20]2[C@H:26]([CH3:30])[CH2:27][CH:28]=O.C(O)(=O)C.C([BH3-])#N.[Na+]. The catalyst is CO. The product is [F:15][C:6]1[C:5]2[O:4][CH2:3][CH:2]([NH:1][CH2:28][CH2:27][C@H:26]([C:20]3[C:19]4[C:23](=[CH:24][CH:25]=[C:17]([F:16])[CH:18]=4)[NH:22][CH:21]=3)[CH3:30])[CH2:11][C:10]=2[C:9]([C:12]([NH2:14])=[O:13])=[CH:8][CH:7]=1. The yield is 0.760. (2) The reactants are [OH:1][C:2]1[C:11]2[C:6](=[N:7][CH:8]=[CH:9][CH:10]=2)[N:5]([CH2:12][CH2:13][CH:14]([CH3:16])[CH3:15])[C:4](=[O:17])[C:3]=1[C:18]1[NH:23][C:22]2[CH:24]=[CH:25][C:26]([NH:28][S:29](N3CCOC3=O)(=[O:31])=[O:30])=[CH:27][C:21]=2[S:20](=[O:39])(=[O:38])[N:19]=1.[CH3:40][C:41]([O:44][C:45]([N:47]1[CH2:52][CH2:51][CH:50]([NH2:53])[CH2:49][CH2:48]1)=[O:46])([CH3:43])[CH3:42]. The catalyst is C(#N)C. The product is [OH:1][C:2]1[C:11]2[C:6](=[N:7][CH:8]=[CH:9][CH:10]=2)[N:5]([CH2:12][CH2:13][CH:14]([CH3:16])[CH3:15])[C:4](=[O:17])[C:3]=1[C:18]1[NH:23][C:22]2[CH:24]=[CH:25][C:26]([NH:28][S:29]([NH:53][CH:50]3[CH2:49][CH2:48][N:47]([C:45]([O:44][C:41]([CH3:43])([CH3:42])[CH3:40])=[O:46])[CH2:52][CH2:51]3)(=[O:31])=[O:30])=[CH:27][C:21]=2[S:20](=[O:38])(=[O:39])[N:19]=1. The yield is 0.350. (3) The reactants are [Cl:1][C:2]1[CH:6]=[CH:5][NH:4][C:3]=1[C:7]([O:9][CH3:10])=[O:8].Cl[Sn]Cl.O.[CH3:15][CH2:16][O:17]C(C)=O. The catalyst is ClCCCl. The product is [C:16]([C:6]1[C:2]([Cl:1])=[C:3]([C:7]([O:9][CH3:10])=[O:8])[NH:4][CH:5]=1)(=[O:17])[CH3:15]. The yield is 0.260. (4) The reactants are [CH3:1][O:2][C:3]1[CH:42]=[C:41]([O:43][CH3:44])[CH:40]=[CH:39][C:4]=1[CH2:5][NH:6][C:7]([CH:9]1[N:20]([C:21]2([CH2:26][O:27][Si](C(C)C)(C(C)C)C(C)C)[CH2:25][CH2:24][CH2:23][CH2:22]2)[C:13]2[N:14]=[C:15]([S:18][CH3:19])[N:16]=[CH:17][C:12]=2[C:11](=[O:38])[CH2:10]1)=[O:8].[F-].C([N+](CCCC)(CCCC)CCCC)CCC. The catalyst is O1CCCC1. The product is [CH3:1][O:2][C:3]1[CH:42]=[C:41]([O:43][CH3:44])[CH:40]=[CH:39][C:4]=1[CH2:5][NH:6][C:7]([CH:9]1[N:20]([C:21]2([CH2:26][OH:27])[CH2:22][CH2:23][CH2:24][CH2:25]2)[C:13]2[N:14]=[C:15]([S:18][CH3:19])[N:16]=[CH:17][C:12]=2[C:11](=[O:38])[CH2:10]1)=[O:8]. The yield is 0.990. (5) The reactants are [Br:1][C:2]1[C:13]2[CH2:12][CH2:11][CH2:10][C:9]=2[CH:8]=[C:7]2[C:3]=1[CH2:4][CH:5]([CH2:15][CH:16]1[CH2:21][CH2:20][CH2:19][CH2:18][CH2:17]1)[C:6]2=O.C1COCC1.[BH4-].[Na+]. The product is [Br:1][C:2]1[C:3]2[CH2:4][C:5]([CH2:15][CH:16]3[CH2:21][CH2:20][CH2:19][CH2:18][CH2:17]3)=[CH:6][C:7]=2[CH:8]=[C:9]2[C:13]=1[CH2:12][CH2:11][CH2:10]2. The yield is 0.930. The catalyst is CO.